From a dataset of Peptide-MHC class I binding affinity with 185,985 pairs from IEDB/IMGT. Regression. Given a peptide amino acid sequence and an MHC pseudo amino acid sequence, predict their binding affinity value. This is MHC class I binding data. (1) The peptide sequence is FATCGLFAL. The MHC is HLA-B51:01 with pseudo-sequence HLA-B51:01. The binding affinity (normalized) is 0.0566. (2) The peptide sequence is KLWASQIY. The MHC is HLA-A02:02 with pseudo-sequence HLA-A02:02. The binding affinity (normalized) is 0.0997. (3) The binding affinity (normalized) is 0.0847. The MHC is HLA-A02:16 with pseudo-sequence HLA-A02:16. The peptide sequence is IEDDEIIWV. (4) The peptide sequence is ARKLLLDNL. The MHC is Mamu-A20102 with pseudo-sequence Mamu-A20102. The binding affinity (normalized) is 0.501. (5) The peptide sequence is AMCNVYIPPY. The MHC is HLA-A30:02 with pseudo-sequence HLA-A30:02. The binding affinity (normalized) is 0.374. (6) The peptide sequence is LSPIPPSRSM. The MHC is Mamu-A01 with pseudo-sequence Mamu-A01. The binding affinity (normalized) is 0.744. (7) The peptide sequence is ELIDVLKTRL. The MHC is HLA-A02:01 with pseudo-sequence HLA-A02:01. The binding affinity (normalized) is 0.205.